From a dataset of Reaction yield outcomes from USPTO patents with 853,638 reactions. Predict the reaction yield, written as a fraction of the theoretical maximum amount of product (1.0 means a 100% yield; for example, 0.34 means a 34% yield). (1) The reactants are [Si:1]([O:8][C:9]1[CH:10]=[C:11]2[C:16](=[CH:17][CH:18]=1)[CH:15]=[C:14]([C:19]#[C:20][CH2:21][CH2:22][NH:23]C(=O)OCC1C=CC=CC=1)[CH:13]=[CH:12]2)([C:4]([CH3:7])([CH3:6])[CH3:5])([CH3:3])[CH3:2]. The catalyst is CO.[Pd]. The product is [CH2:12]([CH:22]([NH2:23])[CH2:21][CH2:20][CH2:19][C:14]1[CH:13]=[CH:12][C:11]2[C:16](=[CH:17][CH:18]=[C:9]([O:8][Si:1]([C:4]([CH3:5])([CH3:7])[CH3:6])([CH3:3])[CH3:2])[CH:10]=2)[CH:15]=1)[C:11]1[CH:16]=[CH:17][CH:18]=[CH:9][CH:10]=1. The yield is 0.560. (2) The reactants are [Cl-].O[NH3+:3].[C:4](=[O:7])([O-])[OH:5].[Na+].CS(C)=O.[CH2:13]([N:20]1[C:25](=[O:26])[C:24]([CH2:27][C:28]2[CH:33]=[CH:32][C:31]([C:34]3[C:35]([C:40]#[N:41])=[CH:36][CH:37]=[CH:38][CH:39]=3)=[CH:30][CH:29]=2)=[C:23]([CH2:42][CH2:43][CH2:44][CH3:45])[N:22]=[C:21]1[CH2:46][O:47][CH3:48])[C:14]1[CH:19]=[CH:18][CH:17]=[CH:16][CH:15]=1. The catalyst is C(OCC)(=O)C. The product is [CH2:13]([N:20]1[C:25](=[O:26])[C:24]([CH2:27][C:28]2[CH:33]=[CH:32][C:31]([C:34]3[CH:39]=[CH:38][CH:37]=[CH:36][C:35]=3[C:40]3[NH:3][C:4](=[O:7])[O:5][N:41]=3)=[CH:30][CH:29]=2)=[C:23]([CH2:42][CH2:43][CH2:44][CH3:45])[N:22]=[C:21]1[CH2:46][O:47][CH3:48])[C:14]1[CH:19]=[CH:18][CH:17]=[CH:16][CH:15]=1. The yield is 0.690. (3) The reactants are [CH2:1]1[CH:6]2[CH2:7][C:8]3([NH2:11])[CH2:10][CH:4]([CH2:5]2)[CH2:3][CH:2]1[CH2:9]3.[OH:12][C:13]1[CH:14]=[CH:15][CH:16]=[C:17]2[C:22]=1[N:21]=[C:20]([CH:23]=O)[CH:19]=[CH:18]2. No catalyst specified. The product is [C:8]12([NH:11][CH2:23][C:20]3[CH:19]=[CH:18][C:17]4[C:22](=[C:13]([OH:12])[CH:14]=[CH:15][CH:16]=4)[N:21]=3)[CH2:10][CH:4]3[CH2:5][CH:6]([CH2:1][CH:2]([CH2:3]3)[CH2:9]1)[CH2:7]2. The yield is 0.640. (4) The reactants are [BH4-].[Na+].C[O:4][C:5](=O)[C@@H:6]([NH:15][C:16]([C:18]1[CH:26]=[C:25]2[C:21]([CH:22]=[N:23][N:24]2[CH2:27][CH:28]([CH3:30])[CH3:29])=[CH:20][C:19]=1[O:31][C:32]1[CH:37]=[CH:36][C:35]([F:38])=[CH:34][C:33]=1[F:39])=[O:17])[CH2:7][CH2:8][N:9]1[CH2:14][CH2:13][CH2:12][CH2:11][CH2:10]1. The catalyst is CO. The product is [OH:4][CH2:5][C@@H:6]([NH:15][C:16]([C:18]1[CH:26]=[C:25]2[C:21]([CH:22]=[N:23][N:24]2[CH2:27][CH:28]([CH3:30])[CH3:29])=[CH:20][C:19]=1[O:31][C:32]1[CH:37]=[CH:36][C:35]([F:38])=[CH:34][C:33]=1[F:39])=[O:17])[CH2:7][CH2:8][N:9]1[CH2:14][CH2:13][CH2:12][CH2:11][CH2:10]1. The yield is 0.440. (5) The reactants are [CH:1]1([C:4]([NH:6][C:7]2[N:8]=[C:9]3[CH:14]=[CH:13][C:12]([S:15][C:16]4[CH:24]=[CH:23][CH:22]=[CH:21][C:17]=4[C:18]([OH:20])=O)=[N:11][N:10]3[CH:25]=2)=[O:5])[CH2:3][CH2:2]1.[CH3:26][N:27]1[C:31]([NH2:32])=[CH:30][C:29]([CH3:33])=[N:28]1.F[P-](F)(F)(F)(F)F.N1(OC(N(C)C)=[N+](C)C)C2N=CC=CC=2N=N1.C(N(CC)C(C)C)(C)C. The catalyst is CN(C)C=O. The product is [CH:1]1([C:4]([NH:6][C:7]2[N:8]=[C:9]3[CH:14]=[CH:13][C:12]([S:15][C:16]4[CH:24]=[CH:23][CH:22]=[CH:21][C:17]=4[C:18]([NH:32][C:31]4[N:27]([CH3:26])[N:28]=[C:29]([CH3:33])[CH:30]=4)=[O:20])=[N:11][N:10]3[CH:25]=2)=[O:5])[CH2:2][CH2:3]1. The yield is 0.700.